From a dataset of Reaction yield outcomes from USPTO patents with 853,638 reactions. Predict the reaction yield, written as a fraction of the theoretical maximum amount of product (1.0 means a 100% yield; for example, 0.34 means a 34% yield). (1) The reactants are [C:1]1([C@H:7]([NH:9][C:10](=[O:46])[NH:11][C:12]2[N:17]=[CH:16][C:15]3[C:18]([NH:40][C:41](=[O:45])[O:42][CH2:43][CH3:44])=[N:19][N:20](C(C4C=CC=CC=4)(C4C=CC=CC=4)C4C=CC=CC=4)[C:14]=3[CH:13]=2)[CH3:8])[CH:6]=[CH:5][CH:4]=[CH:3][CH:2]=1.C([SiH](CC)CC)C. The catalyst is C(O)(C(F)(F)F)=O. The product is [C:1]1([C@H:7]([NH:9][C:10](=[O:46])[NH:11][C:12]2[N:17]=[CH:16][C:15]3[C:18]([NH:40][C:41](=[O:45])[O:42][CH2:43][CH3:44])=[N:19][NH:20][C:14]=3[CH:13]=2)[CH3:8])[CH:6]=[CH:5][CH:4]=[CH:3][CH:2]=1. The yield is 0.417. (2) The reactants are [NH2:1][C:2]1[N:11]=[CH:10][C:9]2[CH:8]=[CH:7][C:6]3[C:12]([C:16]([O:18][CH2:19][CH3:20])=[O:17])=[N:13][N:14]([CH3:15])[C:5]=3[C:4]=2[N:3]=1.ClC(Cl)(Cl)[C:23]([N:25]=C=O)=[O:24]. The catalyst is N1C=CC=CC=1. The product is [NH2:25][C:23]([NH:1][C:2]1[N:11]=[CH:10][C:9]2[CH:8]=[CH:7][C:6]3[C:12]([C:16]([O:18][CH2:19][CH3:20])=[O:17])=[N:13][N:14]([CH3:15])[C:5]=3[C:4]=2[N:3]=1)=[O:24]. The yield is 0.340. (3) The reactants are [CH3:1][N:2]([CH3:27])[CH2:3][CH2:4][N:5]1[C:9]2[N:10]=[C:11]([C:20]3[CH:26]=[CH:25][C:23]([NH2:24])=[CH:22][CH:21]=3)[N:12]=[C:13]([N:14]3[CH2:19][CH2:18][O:17][CH2:16][CH2:15]3)[C:8]=2[CH:7]=[CH:6]1.ClC(Cl)(O[C:32](=[O:38])OC(Cl)(Cl)Cl)Cl.[CH2:40]([NH2:42])[CH3:41]. No catalyst specified. The product is [CH3:1][N:2]([CH3:27])[CH2:3][CH2:4][N:5]1[C:9]2[N:10]=[C:11]([C:20]3[CH:26]=[CH:25][C:23]([NH:24][C:32]([NH:42][CH2:40][CH3:41])=[O:38])=[CH:22][CH:21]=3)[N:12]=[C:13]([N:14]3[CH2:15][CH2:16][O:17][CH2:18][CH2:19]3)[C:8]=2[CH:7]=[CH:6]1. The yield is 0.410.